Dataset: Forward reaction prediction with 1.9M reactions from USPTO patents (1976-2016). Task: Predict the product of the given reaction. (1) Given the reactants [C:1]([O:5][C:6](=[O:29])[C:7]([O:10]/[N:11]=[C:12](/[C:16]1[N:17]=[C:18]([NH:21][C:22]([O:24][C:25]([CH3:28])([CH3:27])[CH3:26])=[O:23])[S:19][CH:20]=1)\[C:13]([OH:15])=O)([CH3:9])[CH3:8])([CH3:4])([CH3:3])[CH3:2].CN(C(ON1N=NC2C=CC=NC1=2)=[N+](C)C)C.F[P-](F)(F)(F)(F)F.CCN(C(C)C)C(C)C.[NH2:63][C@@H:64]1[C:67](=[O:68])[NH:66][C@@H:65]1[CH2:69][C:70]1[N:71]=[N:72][N:73]([CH2:75][CH2:76][NH:77][C:78](=[O:84])[O:79][C:80]([CH3:83])([CH3:82])[CH3:81])[CH:74]=1, predict the reaction product. The product is: [C:80]([O:79][C:78]([NH:77][CH2:76][CH2:75][N:73]1[CH:74]=[C:70]([CH2:69][C@@H:65]2[C@H:64]([NH:63][C:13](=[O:15])/[C:12](=[N:11]\[O:10][C:7]([CH3:8])([CH3:9])[C:6]([O:5][C:1]([CH3:3])([CH3:4])[CH3:2])=[O:29])/[C:16]3[N:17]=[C:18]([NH:21][C:22]([O:24][C:25]([CH3:28])([CH3:27])[CH3:26])=[O:23])[S:19][CH:20]=3)[C:67](=[O:68])[NH:66]2)[N:71]=[N:72]1)=[O:84])([CH3:83])([CH3:81])[CH3:82]. (2) Given the reactants [C:1]([O:5][C:6](=[O:33])[N:7]([C@@H:21]([C:23]1[C:32]2[C:27](=[CH:28][CH:29]=[CH:30][CH:31]=2)[CH:26]=[CH:25][CH:24]=1)[CH3:22])[CH2:8][CH:9]1[CH2:14][CH2:13][NH:12][CH2:11][CH:10]1[C:15]1[CH:20]=[CH:19][CH:18]=[CH:17][CH:16]=1)([CH3:4])([CH3:3])[CH3:2].C(N(CC)CC)C.Cl[C:42]([O:44][C:45]1[CH:54]=[CH:53][C:48]([C:49]([O:51][CH3:52])=[O:50])=[CH:47][CH:46]=1)=[O:43], predict the reaction product. The product is: [C:1]([O:5][C:6]([N:7]([CH2:8][CH:9]1[CH2:14][CH2:13][N:12]([C:42]([O:44][C:45]2[CH:46]=[CH:47][C:48]([C:49]([O:51][CH3:52])=[O:50])=[CH:53][CH:54]=2)=[O:43])[CH2:11][CH:10]1[C:15]1[CH:16]=[CH:17][CH:18]=[CH:19][CH:20]=1)[C@@H:21]([C:23]1[C:32]2[C:27](=[CH:28][CH:29]=[CH:30][CH:31]=2)[CH:26]=[CH:25][CH:24]=1)[CH3:22])=[O:33])([CH3:2])([CH3:3])[CH3:4]. (3) Given the reactants [CH3:1][O:2][C:3]([C:5]1[S:6][C:7]([C:24]2[CH:29]=[CH:28][CH:27]=[CH:26][CH:25]=2)=[CH:8][C:9]=1[N:10]1[C:15](=[O:16])[CH2:14][C:13](=O)[CH2:12][CH:11]1[CH:18]1[CH2:23][CH2:22][CH2:21][CH2:20][CH2:19]1)=[O:4].[BH3-]C#[N:32].[Na+].CC(O)=O, predict the reaction product. The product is: [CH3:1][O:2][C:3]([C:5]1[S:6][C:7]([C:24]2[CH:29]=[CH:28][CH:27]=[CH:26][CH:25]=2)=[CH:8][C:9]=1[N:10]1[C:15](=[O:16])[CH2:14][CH:13]([NH2:32])[CH2:12][CH:11]1[CH:18]1[CH2:23][CH2:22][CH2:21][CH2:20][CH2:19]1)=[O:4].